From a dataset of Catalyst prediction with 721,799 reactions and 888 catalyst types from USPTO. Predict which catalyst facilitates the given reaction. (1) Reactant: Cl[C:2]1[CH:10]=[CH:9][C:5]([C:6]([OH:8])=[O:7])=[CH:4][N:3]=1.O.[NH2:12][NH2:13]. Product: [NH:12]([C:2]1[CH:10]=[CH:9][C:5]([C:6]([OH:8])=[O:7])=[CH:4][N:3]=1)[NH2:13]. The catalyst class is: 12. (2) Reactant: [F:1][C:2]1[CH:3]=[C:4]([CH:22]=[CH:23][CH:24]=1)[CH2:5][O:6][C:7]1[CH:12]=[CH:11][C:10]([N:13]2[C:17](=[O:18])[CH2:16][C@@H:15]([C:19]([NH2:21])=O)[CH2:14]2)=[CH:9][CH:8]=1.S(Cl)(Cl)=O. Product: [F:1][C:2]1[CH:3]=[C:4]([CH:22]=[CH:23][CH:24]=1)[CH2:5][O:6][C:7]1[CH:12]=[CH:11][C:10]([N:13]2[C:17](=[O:18])[CH2:16][C@@H:15]([C:19]#[N:21])[CH2:14]2)=[CH:9][CH:8]=1. The catalyst class is: 7. (3) Reactant: [CH2:1]([C:5]1[N:6]=[C:7]([CH3:27])[NH:8][C:9](=[O:26])[C:10]=1[CH2:11][C:12]1[CH:17]=[CH:16][C:15]([C:18]2[C:19]([C:24]#[N:25])=[CH:20][CH:21]=[CH:22][CH:23]=2)=[CH:14][CH:13]=1)[CH2:2][CH2:3][CH3:4].N(C(N1CCCCC1)=O)=NC(N1CCCCC1)=O.C(P(CCCC)CCCC)CCC.[CH3:59][C:60]1[CH:61]=[CH:62][C:63]([CH2:66]O)=[N:64][CH:65]=1. Product: [CH2:1]([C:5]1[N:6]=[C:7]([CH3:27])[N:8]([CH2:66][C:63]2[CH:62]=[CH:61][C:60]([CH3:59])=[CH:65][N:64]=2)[C:9](=[O:26])[C:10]=1[CH2:11][C:12]1[CH:17]=[CH:16][C:15]([C:18]2[C:19]([C:24]#[N:25])=[CH:20][CH:21]=[CH:22][CH:23]=2)=[CH:14][CH:13]=1)[CH2:2][CH2:3][CH3:4]. The catalyst class is: 362. (4) Reactant: [C:1]([O:5][C:6]([N:8]1[CH2:23][CH2:22][CH2:21][C:9]21[C:12](=[O:13])[N:11]([C@@H:14]([C@H:18]([OH:20])[CH3:19])[C:15](O)=[O:16])[CH2:10]2)=[O:7])([CH3:4])([CH3:3])[CH3:2].[Cl-].[NH4+].CC[N:28]=C=NCCCN(C)C.Cl.C1C=CC2N(O)N=NC=2C=1.CCN(C(C)C)C(C)C. Product: [NH2:28][C:15](=[O:16])[C@@H:14]([N:11]1[CH2:10][C:9]2([CH2:21][CH2:22][CH2:23][N:8]2[C:6]([O:5][C:1]([CH3:2])([CH3:4])[CH3:3])=[O:7])[C:12]1=[O:13])[C@H:18]([OH:20])[CH3:19]. The catalyst class is: 2. (5) Reactant: [CH2:1]([N:8]1[CH2:13][CH2:12][O:11][CH2:10][C:9]1=[O:14])[C:2]1[CH:7]=[CH:6][CH:5]=[CH:4][CH:3]=1.C([N-]C(C)C)(C)C.[Li+].[CH:23](=[O:27])[CH:24]([CH3:26])[CH3:25]. Product: [CH2:1]([N:8]1[CH2:13][CH2:12][O:11][CH:10]([CH:23]([OH:27])[CH:24]([CH3:26])[CH3:25])[C:9]1=[O:14])[C:2]1[CH:3]=[CH:4][CH:5]=[CH:6][CH:7]=1. The catalyst class is: 7. (6) Reactant: [NH:1]([C:3]1[C:4]2[C:11](I)=[CH:10][N:9]([C@@H:13]3[O:19][C@H:18]([CH2:20][OH:21])[C@@H:16]([OH:17])[C@@:14]3([CH3:22])[OH:15])[C:5]=2[N:6]=[CH:7][N:8]=1)[NH2:2].[C]=O.C([SnH](CCCC)CCCC)CCC.C1C[O:41][CH2:40]C1. Product: [CH:40]([C:11]1[C:4]2[C:3]([NH:1][NH2:2])=[N:8][CH:7]=[N:6][C:5]=2[N:9]([C@@H:13]2[O:19][C@H:18]([CH2:20][OH:21])[C@@H:16]([OH:17])[C@@:14]2([CH3:22])[OH:15])[CH:10]=1)=[O:41]. The catalyst class is: 492. (7) Reactant: [C:1]([NH:4][C:5]1[CH:6]=[C:7]2[C:11](=[CH:12][CH:13]=1)[NH:10][C:9]([C:14]([O:16][CH2:17][CH3:18])=[O:15])=[CH:8]2)(=[O:3])[CH3:2].[CH3:19][C:20]([O:23][C:24](O[C:24]([O:23][C:20]([CH3:22])([CH3:21])[CH3:19])=[O:25])=[O:25])([CH3:22])[CH3:21]. Product: [C:1]([NH:4][C:5]1[CH:6]=[C:7]2[C:11](=[CH:12][CH:13]=1)[N:10]([C:24]([O:23][C:20]([CH3:22])([CH3:21])[CH3:19])=[O:25])[C:9]([C:14]([O:16][CH2:17][CH3:18])=[O:15])=[CH:8]2)(=[O:3])[CH3:2]. The catalyst class is: 79.